From a dataset of Forward reaction prediction with 1.9M reactions from USPTO patents (1976-2016). Predict the product of the given reaction. (1) Given the reactants [NH2:1][C:2]1[CH:7]=[CH:6][CH:5]=[CH:4][C:3]=1[S:8]([NH:11][C:12]1[CH:17]=[CH:16][C:15]([O:18][CH3:19])=[C:14]([O:20][CH3:21])[CH:13]=1)(=[O:10])=[O:9].Cl[C:23](Cl)([O:25]C(=O)OC(Cl)(Cl)Cl)Cl.CCCCCC.CCOC(C)=O, predict the reaction product. The product is: [CH3:21][O:20][C:14]1[CH:13]=[C:12]([N:11]2[C:23](=[O:25])[NH:1][C:2]3[CH:7]=[CH:6][CH:5]=[CH:4][C:3]=3[S:8]2(=[O:10])=[O:9])[CH:17]=[CH:16][C:15]=1[O:18][CH3:19]. (2) Given the reactants [CH:1]([C:4]1[CH:9]=[CH:8][C:7](C)=[CH:6][C:5]=1[NH:11][C:12]([NH:14][C:15]([NH:17][CH:18]1[CH2:26][C:25]2[C:20](=[CH:21][CH:22]=[C:23]([C:27]3[N:31]=[CH:30][N:29]([C:32]4[CH:37]=[CH:36][C:35]([O:38][C:39]([F:42])([F:41])[F:40])=[CH:34][CH:33]=4)[N:28]=3)[CH:24]=2)[CH2:19]1)=[O:16])=[S:13])([CH3:3])[CH3:2].[C:43](Cl)(=[O:46])[CH:44]=[CH2:45], predict the reaction product. The product is: [CH:1]([C:4]1[CH:9]=[CH:8][CH:7]=[CH:6][C:5]=1[N:11]1[C:43](=[O:46])[CH2:44][CH2:45][S:13]/[C:12]/1=[N:14]\[C:15]([NH:17][CH:18]1[CH2:26][C:25]2[C:20](=[CH:21][CH:22]=[C:23]([C:27]3[N:31]=[CH:30][N:29]([C:32]4[CH:37]=[CH:36][C:35]([O:38][C:39]([F:42])([F:41])[F:40])=[CH:34][CH:33]=4)[N:28]=3)[CH:24]=2)[CH2:19]1)=[O:16])([CH3:3])[CH3:2]. (3) Given the reactants [N+:1]([C:4]1[CH:8]=[CH:7][NH:6][N:5]=1)([O-:3])=[O:2].[H-].[Na+].Br[CH2:12][CH2:13][CH:14]([CH3:16])[CH3:15], predict the reaction product. The product is: [N+:1]([C:4]1[CH:8]=[CH:7][N:6]([CH2:12][CH2:13][CH:14]([CH3:16])[CH3:15])[N:5]=1)([O-:3])=[O:2]. (4) Given the reactants [NH2:1][C:2]1[C:7]([C:8]([OH:10])=O)=[CH:6][N:5]=[CH:4][C:3]=1[CH3:11].[CH3:12][NH2:13].[CH:14]1([N:18]2[CH2:23][CH2:22][CH:21]([O:24][C:25]3[CH:32]=[CH:31][C:28]([CH:29]=O)=[C:27](OC)[CH:26]=3)[CH2:20][CH2:19]2)[CH2:17][CH2:16][CH2:15]1, predict the reaction product. The product is: [CH:14]1([N:18]2[CH2:23][CH2:22][CH:21]([O:24][C:25]3[CH:32]=[CH:31][C:28]([C:29]4[N:13]([CH3:12])[C:8](=[O:10])[C:7]5[CH:6]=[N:5][CH:4]=[C:3]([CH3:11])[C:2]=5[N:1]=4)=[CH:27][CH:26]=3)[CH2:20][CH2:19]2)[CH2:17][CH2:16][CH2:15]1. (5) Given the reactants [Br:1][C:2]1[CH:3]=[N:4][CH:5]=[C:6](I)[CH:7]=1.[Cl:9][C:10]1[CH:15]=[C:14](B(O)O)[CH:13]=[CH:12][N:11]=1.C(=O)(O)[O-].[Na+], predict the reaction product. The product is: [Br:1][C:2]1[CH:7]=[C:6]([C:14]2[CH:13]=[CH:12][N:11]=[C:10]([Cl:9])[CH:15]=2)[CH:5]=[N:4][CH:3]=1. (6) Given the reactants [Cl:1][C:2]1[CH:3]=[C:4]([CH:20]=[C:21]([Cl:23])[CH:22]=1)[CH2:5][O:6][C:7](=[O:19])[NH:8][C:9]1[CH:10]=[C:11]2[C:16](=[CH:17][CH:18]=1)[CH2:15][NH:14][CH2:13][CH2:12]2.CN1CC[O:28][CH2:27]C1.CCN=C=NCCCN(C)C.[CH:42]1[CH:43]=[CH:44][C:45]2[N:50](O)[N:49]=[N:48][C:46]=2[CH:47]=1, predict the reaction product. The product is: [Cl:23][C:21]1[CH:20]=[C:4]([CH:3]=[C:2]([Cl:1])[CH:22]=1)[CH2:5][O:6][C:7](=[O:19])[NH:8][C:9]1[CH:10]=[C:11]2[C:16](=[CH:17][CH:18]=1)[CH2:15][N:14]([C:27]([C:42]1[CH:43]=[CH:44][C:45]3[NH:50][N:49]=[N:48][C:46]=3[CH:47]=1)=[O:28])[CH2:13][CH2:12]2.